This data is from Forward reaction prediction with 1.9M reactions from USPTO patents (1976-2016). The task is: Predict the product of the given reaction. (1) Given the reactants [NH2:1][C:2]1[CH:3]=[C:4]([SH:8])[CH:5]=[CH:6][CH:7]=1.Cl.Cl[CH:11]1[CH2:16][CH2:15][N:14]([CH3:17])[CH2:13][CH2:12]1.C(=O)([O-])[O-], predict the reaction product. The product is: [CH3:17][N:14]1[CH2:15][CH2:16][CH:11]([S:8][C:4]2[CH:3]=[C:2]([NH2:1])[CH:7]=[CH:6][CH:5]=2)[CH2:12][CH2:13]1. (2) Given the reactants C[O:2][C:3](=[O:32])[C@H:4]([NH:15][S:16]([C:19]1[CH:24]=[CH:23][C:22]([C:25]2[CH:30]=[CH:29][C:28]([F:31])=[CH:27][CH:26]=2)=[CH:21][CH:20]=1)(=[O:18])=[O:17])[C@H:5]([S:12][CH2:13][CH3:14])[C:6]1[CH:11]=[CH:10][CH:9]=[CH:8][CH:7]=1.COC(=O)[C@H](N)[C@H](SCC)C1C=CC=CC=1.C(N(CC)CC)C.FC1C=CC(C2C=CC(S(Cl)(=O)=O)=CC=2)=CC=1, predict the reaction product. The product is: [CH2:13]([S:12][C@H:5]([C:6]1[CH:7]=[CH:8][CH:9]=[CH:10][CH:11]=1)[C@@H:4]([NH:15][S:16]([C:19]1[CH:24]=[CH:23][C:22]([C:25]2[CH:26]=[CH:27][C:28]([F:31])=[CH:29][CH:30]=2)=[CH:21][CH:20]=1)(=[O:18])=[O:17])[C:3]([OH:32])=[O:2])[CH3:14].